This data is from Full USPTO retrosynthesis dataset with 1.9M reactions from patents (1976-2016). The task is: Predict the reactants needed to synthesize the given product. (1) The reactants are: [Cl:1][C:2]1[CH:11]=[CH:10][C:5]([C:6]([O:8][CH3:9])=[O:7])=[C:4](I)[CH:3]=1.[CH3:13][O:14][C:15]1[CH:20]=[CH:19][C:18](B(O)O)=[CH:17][CH:16]=1.C1(P(C2CCCCC2)C2C=CC=CC=2C2C(OC)=CC=CC=2OC)CCCCC1.P([O-])([O-])([O-])=O.[K+].[K+].[K+]. Given the product [Cl:1][C:2]1[CH:11]=[CH:10][C:5]([C:6]([O:8][CH3:9])=[O:7])=[C:4]([C:18]2[CH:19]=[CH:20][C:15]([O:14][CH3:13])=[CH:16][CH:17]=2)[CH:3]=1, predict the reactants needed to synthesize it. (2) Given the product [N:17]1([C:7]2[C:6]3[CH:1]=[CH:2][CH:3]=[CH:4][C:5]=3[S:11][C:10]3[CH:12]=[CH:13][CH:14]=[CH:15][C:9]=3[N:8]=2)[CH2:22][CH2:21][NH:20][CH2:19][CH2:18]1, predict the reactants needed to synthesize it. The reactants are: [CH:1]1[C:6]2[C:7](=O)[NH:8][C:9]3[CH:15]=[CH:14][CH:13]=[CH:12][C:10]=3[S:11][C:5]=2[CH:4]=[CH:3][CH:2]=1.[NH:17]1[CH2:22][CH2:21][NH:20][CH2:19][CH2:18]1. (3) Given the product [CH2:16]([O:18][C:19](=[O:27])[C:20]1[CH:25]=[CH:24][C:23]([NH:26][N:29]=[C:6]2[CH2:11][CH:10]([CH3:12])[CH2:9][NH:8][C:7]2=[O:13])=[CH:22][CH:21]=1)[CH3:17], predict the reactants needed to synthesize it. The reactants are: C(OC([CH:6]1[CH2:11][CH:10]([CH3:12])[CH2:9][NH:8][C:7]1=[O:13])=O)C.[OH-].[K+].[CH2:16]([O:18][C:19](=[O:27])[C:20]1[CH:25]=[CH:24][C:23]([NH2:26])=[CH:22][CH:21]=1)[CH3:17].Cl.[N:29]([O-])=O.[Na+].C(=O)(O)[O-].[Na+]. (4) The reactants are: [CH2:1]([O:8][CH2:9][CH2:10][N:11]1[C:17](=[O:18])[C@@H:16]([NH:19][C:20](=[O:27])[C:21]([OH:26])([CH3:25])[C:22]([OH:24])=O)[C:15]2[CH:28]=[CH:29][CH:30]=[CH:31][C:14]=2[C:13]2[CH:32]=[CH:33][CH:34]=[CH:35][C:12]1=2)[C:2]1[CH:7]=[CH:6][CH:5]=[CH:4][CH:3]=1.[F:36][C:37]([F:44])([C:40]([F:43])([F:42])[F:41])[CH2:38][NH2:39]. Given the product [CH2:1]([O:8][CH2:9][CH2:10][N:11]1[C:17](=[O:18])[C@@H:16]([NH:19][C:20](=[O:27])[C:21]([OH:26])([CH3:25])[C:22]([NH:39][CH2:38][C:37]([F:44])([F:36])[C:40]([F:43])([F:42])[F:41])=[O:24])[C:15]2[CH:28]=[CH:29][CH:30]=[CH:31][C:14]=2[C:13]2[CH:32]=[CH:33][CH:34]=[CH:35][C:12]1=2)[C:2]1[CH:7]=[CH:6][CH:5]=[CH:4][CH:3]=1, predict the reactants needed to synthesize it. (5) Given the product [CH2:37]([C:34]1[C:35]([CH3:36])=[C:30]([N:16]2[CH2:15][C:14]3[CH:20]=[C:10]([C:8]4[CH:9]=[C:4]5[N:3]=[C:2]([CH3:1])[NH:21][C:5]5=[N:6][CH:7]=4)[CH:11]=[CH:12][C:13]=3[O:19][CH2:18][CH2:17]2)[N:31]=[C:32]([CH2:39][N:40]([CH3:42])[CH3:41])[N:33]=1)[CH3:38], predict the reactants needed to synthesize it. The reactants are: [CH3:1][C:2]1[N:3](C(OCC(C)C)=O)[C:4]2[C:5]([N:21]=1)=[N:6][CH:7]=[C:8]([C:10]1[CH:11]=[CH:12][C:13]3[O:19][CH2:18][CH2:17][NH:16][CH2:15][C:14]=3[CH:20]=1)[CH:9]=2.Cl[C:30]1[C:35]([CH3:36])=[C:34]([CH2:37][CH3:38])[N:33]=[C:32]([CH2:39][N:40]([CH3:42])[CH3:41])[N:31]=1. (6) Given the product [F:11][C:12]1[CH:17]=[CH:16][C:15]([CH:18]([C:22]2[CH:23]=[CH:24][C:25]([F:28])=[CH:26][CH:27]=2)[CH2:19][CH2:20][NH:21][C:5](=[O:7])[C:4]2[CH:8]=[CH:9][N:10]=[C:2]([OH:1])[CH:3]=2)=[CH:14][CH:13]=1, predict the reactants needed to synthesize it. The reactants are: [OH:1][C:2]1[CH:3]=[C:4]([CH:8]=[CH:9][N:10]=1)[C:5]([OH:7])=O.[F:11][C:12]1[CH:17]=[CH:16][C:15]([CH:18]([C:22]2[CH:27]=[CH:26][C:25]([F:28])=[CH:24][CH:23]=2)[CH2:19][CH2:20][NH2:21])=[CH:14][CH:13]=1. (7) Given the product [C:13]([O:12][C:10]([NH:9][CH2:8][C@H:3]([N:2]1[CH2:18][CH2:19][N:20]([CH2:21][C:22]2[CH:23]=[CH:24][C:25]([C:28]([F:29])([F:31])[F:30])=[CH:26][CH:27]=2)[CH2:32][CH2:33]1)[C:4]([O:6][CH3:7])=[O:5])=[O:11])([CH3:16])([CH3:15])[CH3:14], predict the reactants needed to synthesize it. The reactants are: Cl.[NH2:2][C@@H:3]([CH2:8][NH:9][C:10]([O:12][C:13]([CH3:16])([CH3:15])[CH3:14])=[O:11])[C:4]([O:6][CH3:7])=[O:5].Cl[CH2:18][CH2:19][N:20]([CH2:32][CH2:33]Cl)[CH2:21][C:22]1[CH:27]=[CH:26][C:25]([C:28]([F:31])([F:30])[F:29])=[CH:24][CH:23]=1.